This data is from Full USPTO retrosynthesis dataset with 1.9M reactions from patents (1976-2016). The task is: Predict the reactants needed to synthesize the given product. (1) Given the product [CH3:25][C:5]([O:14][C:15]1[CH:16]=[CH:17][C:18]([C:21]([CH3:24])([CH3:23])[CH3:22])=[CH:19][CH:20]=1)([CH2:6][C:7]1[CH:12]=[CH:11][C:10]([O:40][CH2:39][CH2:38][C:29]2[N:30]=[C:31]([C:33]3[S:34][CH:35]=[CH:36][CH:37]=3)[O:32][C:28]=2[CH3:27])=[CH:9][CH:8]=1)[C:4]([OH:26])=[O:3], predict the reactants needed to synthesize it. The reactants are: C([O:3][C:4](=[O:26])[C:5]([CH3:25])([O:14][C:15]1[CH:20]=[CH:19][C:18]([C:21]([CH3:24])([CH3:23])[CH3:22])=[CH:17][CH:16]=1)[CH2:6][C:7]1[CH:12]=[CH:11][C:10](O)=[CH:9][CH:8]=1)C.[CH3:27][C:28]1[O:32][C:31]([C:33]2[S:34][CH:35]=[CH:36][CH:37]=2)=[N:30][C:29]=1[CH2:38][CH2:39][O:40]S(C1C=CC(C)=CC=1)(=O)=O. (2) The reactants are: [ClH:1].CC1(C)[O:7][C@@H:6]2[CH2:8][CH2:9][C@@H:10]([N:11]3[C:19]4[C:18]([F:20])=[CH:17][N:16]=[C:15]([NH2:21])[C:14]=4[N:13]=[CH:12]3)[C@@H:5]2[O:4]1. Given the product [NH2:21][C:15]1[C:14]2[N:13]=[CH:12][N:11]([C@@H:10]3[CH2:9][CH2:8][C@@H:6]([OH:7])[C@H:5]3[OH:4])[C:19]=2[C:18]([F:20])=[CH:17][N:16]=1.[ClH:1], predict the reactants needed to synthesize it. (3) Given the product [CH3:1][N:2]1[C:6]([C:7]([F:8])([F:9])[F:10])=[CH:5][C:4]([O:11][C:15]2[CH:16]=[C:17]([N+:32]([O-:34])=[O:33])[CH:18]=[C:19]([O:21][C:22]3[CH:27]=[CH:26][CH:25]=[C:24]([C:28]([F:29])([F:30])[F:31])[CH:23]=3)[CH:20]=2)=[N:3]1, predict the reactants needed to synthesize it. The reactants are: [CH3:1][N:2]1[C:6]([C:7]([F:10])([F:9])[F:8])=[CH:5][C:4](=[O:11])[NH:3]1.[H-].[Na+].F[C:15]1[CH:16]=[C:17]([N+:32]([O-:34])=[O:33])[CH:18]=[C:19]([O:21][C:22]2[CH:27]=[CH:26][CH:25]=[C:24]([C:28]([F:31])([F:30])[F:29])[CH:23]=2)[CH:20]=1.O. (4) Given the product [Cl:22][C:21]1[C:20]2[C:15](=[CH:16][CH:17]=[C:18]([C:23]([C:31]3[C:32]([CH3:38])=[N:33][C:34]([CH3:37])=[CH:35][CH:36]=3)([OH:24])[C:25]3[N:29]([CH3:30])[N:28]=[N:27][CH:26]=3)[CH:19]=2)[N:14]=[C:13]([O:39][CH3:40])[C:12]=1[O:11][CH2:10][C:9]([CH3:42])([OH:8])[CH3:41], predict the reactants needed to synthesize it. The reactants are: C([O:8][C:9]([CH3:42])([CH3:41])[CH2:10][O:11][C:12]1[C:13]([O:39][CH3:40])=[N:14][C:15]2[C:20]([C:21]=1[Cl:22])=[CH:19][C:18]([C:23]([C:31]1[C:32]([CH3:38])=[N:33][C:34]([CH3:37])=[CH:35][CH:36]=1)([C:25]1[N:29]([CH3:30])[N:28]=[N:27][CH:26]=1)[OH:24])=[CH:17][CH:16]=2)C1C=CC=CC=1.ClC1C2C(=CC=C(C(C3C(C)=NC(C)=CC=3)(O)C3N(C)N=NC=3)C=2)N=C(OC)C=1O.C(OC(C)(C)CO)C1C=CC=CC=1.C1C=CC(P(C2C=CC=CC=2)C2C=CC=CC=2)=CC=1.CC(OC(/N=N/C(OC(C)C)=O)=O)C. (5) Given the product [N:17]1[C:18]2[C:23](=[CH:22][CH:21]=[CH:20][CH:19]=2)[CH:14]=[N:15][CH:16]=1, predict the reactants needed to synthesize it. The reactants are: N(C(OCC)=O)=NC(OCC)=O.Cl[C:14]1[C:23]2[C:18](=[CH:19][C:20](OC)=[C:21](O)[CH:22]=2)[N:17]=[CH:16][N:15]=1.C1(P(C2C=CC=CC=2)C2C=CC=CC=2)C=CC=CC=1.C(OC(N1CCC[C@H](O)C1)=O)(C)(C)C. (6) Given the product [Br:1][C:2]1[CH:11]=[C:10]2[C:5]([CH2:6][C:7]([CH2:14][O:15][Si:16]([C:19]([CH3:21])([CH3:20])[CH3:22])([CH3:17])[CH3:18])([CH3:13])[CH2:8][C:9]32[C:42](=[O:43])[NH:28][C:23](=[O:26])[NH:27]3)=[CH:4][CH:3]=1, predict the reactants needed to synthesize it. The reactants are: [Br:1][C:2]1[CH:11]=[C:10]2[C:5]([CH2:6][C:7]([CH2:14][O:15][Si:16]([C:19]([CH3:22])([CH3:21])[CH3:20])([CH3:18])[CH3:17])([CH3:13])[CH2:8][C:9]2=O)=[CH:4][CH:3]=1.[C:23](=[O:26])([O-])[O-].[NH4+:27].[NH4+:28].[C-]#N.[K+].S([O-])(O)=O.[Na+].[NH4+].[Cl-].CCO[C:42](C)=[O:43]. (7) Given the product [Br:7][C:5]1[CH:6]=[C:2]([CH2:15][CH2:14][OH:13])[S:3][CH:4]=1, predict the reactants needed to synthesize it. The reactants are: Br[C:2]1[S:3][CH:4]=[C:5]([Br:7])[CH:6]=1.[Li]CCCC.[O:13]1[CH2:15][CH2:14]1. (8) Given the product [N+:1]([C:4]1[CH:5]=[C:6]2[C:10](=[CH:11][CH:12]=1)[N:9]([CH2:20][CH2:21][O:22][CH:23]1[CH2:28][CH2:27][CH2:26][CH2:25][O:24]1)[N:8]=[CH:7]2)([O-:3])=[O:2], predict the reactants needed to synthesize it. The reactants are: [N+:1]([C:4]1[CH:5]=[C:6]2[C:10](=[CH:11][CH:12]=1)[NH:9][N:8]=[CH:7]2)([O-:3])=[O:2].C(=O)([O-])[O-].[Cs+].[Cs+].Br[CH2:20][CH2:21][O:22][CH:23]1[CH2:28][CH2:27][CH2:26][CH2:25][O:24]1. (9) Given the product [C:23]([C:25]1[CH:30]=[CH:29][C:28]([CH2:31][CH2:32][CH:33](/[CH:45]=[CH:46]/[C:47]2[CH:52]=[CH:51][CH:50]=[CH:49][C:48]=2[O:53][CH2:2][C:3]2[CH:8]=[CH:7][C:6]([CH2:9][CH2:10][C:11]3[CH:16]=[CH:15][CH:14]=[CH:13][CH:12]=3)=[CH:5][CH:4]=2)[CH2:34][C:35]2[CH:36]=[CH:37][C:38]([C:39]([O:41][CH3:42])=[O:40])=[CH:43][CH:44]=2)=[CH:27][CH:26]=1)#[N:24], predict the reactants needed to synthesize it. The reactants are: Cl[CH2:2][C:3]1[CH:8]=[CH:7][C:6]([CH2:9][CH2:10][C:11]2[CH:16]=[CH:15][CH:14]=[CH:13][CH:12]=2)=[CH:5][CH:4]=1.C(=O)([O-])[O-].[K+].[K+].[C:23]([C:25]1[CH:30]=[CH:29][C:28]([CH2:31][CH2:32][CH:33](/[CH:45]=[CH:46]/[C:47]2[CH:52]=[CH:51][CH:50]=[CH:49][C:48]=2[OH:53])[CH2:34][C:35]2[CH:44]=[CH:43][C:38]([C:39]([O:41][CH3:42])=[O:40])=[CH:37][CH:36]=2)=[CH:27][CH:26]=1)#[N:24]. (10) Given the product [CH2:1]([S:3][C:5]1[N:10]=[C:9]([C:11]2[C:19]([C:20]3[C:29]4[C:24](=[CH:25][CH:26]=[CH:27][CH:28]=4)[N:23]=[CH:22][CH:21]=3)=[C:14]3[CH:15]=[CH:16][CH:17]=[CH:18][N:13]3[N:12]=2)[CH:8]=[CH:7][CH:6]=1)[CH3:2], predict the reactants needed to synthesize it. The reactants are: [CH2:1]([SH:3])[CH3:2].Cl[C:5]1[N:10]=[C:9]([C:11]2[C:19]([C:20]3[C:29]4[C:24](=[CH:25][CH:26]=[CH:27][CH:28]=4)[N:23]=[CH:22][CH:21]=3)=[C:14]3[CH:15]=[CH:16][CH:17]=[CH:18][N:13]3[N:12]=2)[CH:8]=[CH:7][CH:6]=1.[H-].[Na+].